This data is from Full USPTO retrosynthesis dataset with 1.9M reactions from patents (1976-2016). The task is: Predict the reactants needed to synthesize the given product. Given the product [NH2:1][C:4]1[CH:5]=[C:6]2[C:11](=[CH:12][CH:13]=1)[CH2:10][NH:9][C:8](=[O:14])[CH2:7]2, predict the reactants needed to synthesize it. The reactants are: [N+:1]([C:4]1[CH:5]=[C:6]2[C:11](=[CH:12][CH:13]=1)[CH2:10][NH:9][C:8](=[O:14])[CH2:7]2)([O-])=O.